Task: Predict the product of the given reaction.. Dataset: Forward reaction prediction with 1.9M reactions from USPTO patents (1976-2016) (1) Given the reactants [C@:1]12([CH3:13])[C:7]([CH3:9])([CH3:8])[CH:4]([CH2:5][CH2:6]1)[CH2:3][CH:2]2[C:10](Cl)=[O:11].[I:14][C:15]1[CH:20]=[CH:19][C:18]([CH:21]([OH:26])[C:22]([CH3:25])([CH3:24])[CH3:23])=[C:17]([N+:27]([O-:29])=[O:28])[CH:16]=1, predict the reaction product. The product is: [C@:1]12([CH3:13])[C:7]([CH3:9])([CH3:8])[CH:4]([CH2:5][CH2:6]1)[CH2:3][CH:2]2[C:10]([O:26][CH:21]([C:18]1[CH:19]=[CH:20][C:15]([I:14])=[CH:16][C:17]=1[N+:27]([O-:29])=[O:28])[C:22]([CH3:24])([CH3:25])[CH3:23])=[O:11]. (2) Given the reactants [F:1][C:2]1[CH:7]=[CH:6][C:5]([C:8]2[CH:13]=[C:12]([C:14]3[N:18]4[CH:19]=[CH:20][C:21]([C:23]5[CH:24]=[C:25]([OH:29])[CH:26]=[CH:27][CH:28]=5)=[CH:22][C:17]4=[N:16][CH:15]=3)[CH:11]=[CH:10][N:9]=2)=[CH:4][CH:3]=1.Cl.Cl[CH2:32][CH2:33][CH2:34][N:35]1[CH2:40][CH2:39][CH2:38][CH2:37][CH2:36]1.C(=O)([O-])[O-].[K+].[K+], predict the reaction product. The product is: [F:1][C:2]1[CH:3]=[CH:4][C:5]([C:8]2[CH:13]=[C:12]([C:14]3[N:18]4[CH:19]=[CH:20][C:21]([C:23]5[CH:28]=[CH:27][CH:26]=[C:25]([O:29][CH2:32][CH2:33][CH2:34][N:35]6[CH2:40][CH2:39][CH2:38][CH2:37][CH2:36]6)[CH:24]=5)=[CH:22][C:17]4=[N:16][CH:15]=3)[CH:11]=[CH:10][N:9]=2)=[CH:6][CH:7]=1. (3) Given the reactants [Br:1][C:2]1[CH:10]=[CH:9][CH:8]=[C:7]2[C:3]=1[CH2:4][CH2:5][C:6]2=O.[BH4-].[Na+].[OH-].[Na+], predict the reaction product. The product is: [Br:1][C:2]1[CH:10]=[CH:9][CH:8]=[C:7]2[C:3]=1[CH2:4][CH2:5][CH2:6]2.